From a dataset of Reaction yield outcomes from USPTO patents with 853,638 reactions. Predict the reaction yield, written as a fraction of the theoretical maximum amount of product (1.0 means a 100% yield; for example, 0.34 means a 34% yield). (1) The reactants are Br[C:2]1[C:3]([C:13]2[CH:14]=[N:15][CH:16]=[CH:17][CH:18]=2)=[CH:4][C:5]2[O:9][C:8]([CH3:11])([CH3:10])[CH2:7][C:6]=2[CH:12]=1.[CH3:19][O:20][C:21]1[CH:26]=[CH:25][C:24]([N:27]2[CH2:32][CH2:31][NH:30][CH2:29][CH2:28]2)=[CH:23][CH:22]=1. No catalyst specified. The product is [CH3:10][C:8]1([CH3:11])[CH2:7][C:6]2[CH:12]=[C:2]([N:30]3[CH2:29][CH2:28][N:27]([C:24]4[CH:23]=[CH:22][C:21]([O:20][CH3:19])=[CH:26][CH:25]=4)[CH2:32][CH2:31]3)[C:3]([C:13]3[CH:14]=[N:15][CH:16]=[CH:17][CH:18]=3)=[CH:4][C:5]=2[O:9]1. The yield is 0.460. (2) The reactants are [C:1]([O:5][C:6]([NH:8][C:9]1[N:14]([CH3:15])[C:13](=[O:16])[N:12]([CH3:17])[C:11](=[O:18])[CH:10]=1)=[O:7])([CH3:4])([CH3:3])[CH3:2].S(=O)(=O)(O)O.[F:24][C:25](I)([F:27])[F:26].OO. The catalyst is S([O-])([O-])(=O)=O.[Fe+2].CS(C)=O. The product is [C:1]([O:5][C:6]([NH:8][C:9]1[N:14]([CH3:15])[C:13](=[O:16])[N:12]([CH3:17])[C:11](=[O:18])[C:10]=1[C:25]([F:27])([F:26])[F:24])=[O:7])([CH3:4])([CH3:3])[CH3:2]. The yield is 0.950. (3) The product is [F:40][C:39]([F:42])([F:41])[C:37]([OH:43])=[O:38].[CH2:10]([C:8]1=[CH:9][N:5]([C:1]([CH3:4])([CH3:3])[CH3:2])[S:6]/[C:7]/1=[N:18]\[C:19](=[O:29])[C:20]1[CH:25]=[C:24]([Cl:26])[CH:23]=[CH:22][C:21]=1[O:27][CH3:28])[C:11]1[CH:16]=[CH:15][CH:14]=[CH:13][CH:12]=1. No catalyst specified. The yield is 0.00100. The reactants are [C:1]([N:5]1[CH:9]=[C:8]([CH:10](O)[C:11]2[CH:16]=[CH:15][CH:14]=[CH:13][CH:12]=2)/[C:7](=[N:18]/[C:19](=[O:29])[C:20]2[CH:25]=[C:24]([Cl:26])[CH:23]=[CH:22][C:21]=2[O:27][CH3:28])/[S:6]1)([CH3:4])([CH3:3])[CH3:2].C([SiH](CC)CC)C.[C:37]([OH:43])([C:39]([F:42])([F:41])[F:40])=[O:38]. (4) The reactants are [C:1]([NH:9][NH2:10])(=[O:8])[C:2]1[CH:7]=[CH:6][CH:5]=[N:4][CH:3]=1.[CH2:11](C(CC)(CC)C([O-])([O-])[O-])C. No catalyst specified. The product is [O:8]1[CH:11]=[N:10][N:9]=[C:1]1[C:2]1[CH:3]=[N:4][CH:5]=[CH:6][CH:7]=1. The yield is 0.870.